From a dataset of Full USPTO retrosynthesis dataset with 1.9M reactions from patents (1976-2016). Predict the reactants needed to synthesize the given product. Given the product [CH3:1][CH2:2][C@H:3]1[CH:8]2[N:9]3[CH2:11][CH2:12][C:13]4[C:17]5[CH:18]=[C:19]([OH:22])[CH:20]=[CH:21][C:16]=5[NH:15][C:14]=4[C@H:7]2[CH2:6][CH:5]([CH2:10]3)[CH2:4]1, predict the reactants needed to synthesize it. The reactants are: [CH3:1][CH2:2][C@@H:3]1[C@@H:8]2[N:9]3[CH2:11][CH2:12][C:13]4[C:17]5[CH:18]=[C:19]([O:22]C)[CH:20]=[CH:21][C:16]=5[NH:15][C:14]=4[C@@H:7]2[CH2:6][C@@H:5]([CH2:10]3)[CH2:4]1.B(Br)(Br)Br.C(Cl)Cl.